From a dataset of Reaction yield outcomes from USPTO patents with 853,638 reactions. Predict the reaction yield, written as a fraction of the theoretical maximum amount of product (1.0 means a 100% yield; for example, 0.34 means a 34% yield). (1) The reactants are C(N(CC)CC)C.Cl[C:9]1[C:19]2[O:18][CH2:17][CH2:16][N:15]([CH3:20])[C:14](=[O:21])[C:13]=2[CH:12]=[CH:11][C:10]=1[O:22][C:23]1[CH:24]=[C:25]([CH:35]=[C:36]([O:38][C@@H:39]([CH3:42])[CH2:40][OH:41])[CH:37]=1)[C:26]([NH:28][C:29]1[CH:33]=[CH:32][N:31]([CH3:34])[N:30]=1)=[O:27]. The catalyst is [Pd].C1COCC1.C(O)C. The product is [OH:41][CH2:40][C@H:39]([CH3:42])[O:38][C:36]1[CH:35]=[C:25]([CH:24]=[C:23]([O:22][C:10]2[CH:11]=[CH:12][C:13]3[C:14](=[O:21])[N:15]([CH3:20])[CH2:16][CH2:17][O:18][C:19]=3[CH:9]=2)[CH:37]=1)[C:26]([NH:28][C:29]1[CH:33]=[CH:32][N:31]([CH3:34])[N:30]=1)=[O:27]. The yield is 0.330. (2) The product is [OH:18][C:15]1[CH:16]=[CH:17][C:12]([CH2:11][CH:10]([O:26][CH2:27][CH2:28][O:29][CH3:30])[C:9]([OH:31])=[O:8])=[CH:13][CH:14]=1. The reactants are C([O:8][C:9](=[O:31])/[C:10](/[O:26][CH2:27][CH2:28][O:29][CH3:30])=[CH:11]/[C:12]1[CH:17]=[CH:16][C:15]([O:18]CC2C=CC=CC=2)=[CH:14][CH:13]=1)C1C=CC=CC=1. The yield is 0.880. The catalyst is CO.[Pd]. (3) The reactants are Br[C:2]1[N:3]=[C:4]2[C:10]3[CH:11]=[CH:12][CH:13]=[CH:14][C:9]=3[NH:8][C:7]3[N:15]=[CH:16][CH:17]=[CH:18][C:6]=3[N:5]2[C:19]=1[C:20]1[CH:25]=[CH:24][C:23]([C:26]2([NH:30][C:31](=[O:37])[O:32][C:33]([CH3:36])([CH3:35])[CH3:34])[CH2:29][CH2:28][CH2:27]2)=[CH:22][CH:21]=1.CC1(C)C(C)(C)OB([C:46]2[CH:55]=[CH:54][C:49]3[C:50](=[O:53])[O:51][CH2:52][C:48]=3[CH:47]=2)O1.C([O-])([O-])=O.[Na+].[Na+]. The catalyst is CN(C=O)C.CCOC(C)=O.CC(P(C(C)(C)C)C1C=CC(N(C)C)=CC=1)(C)C.CC(P(C(C)(C)C)C1C=CC(N(C)C)=CC=1)(C)C.Cl[Pd]Cl. The product is [O:53]=[C:50]1[C:49]2[CH:54]=[CH:55][C:46]([C:2]3[N:3]=[C:4]4[C:10]5[CH:11]=[CH:12][CH:13]=[CH:14][C:9]=5[NH:8][C:7]5[N:15]=[CH:16][CH:17]=[CH:18][C:6]=5[N:5]4[C:19]=3[C:20]3[CH:25]=[CH:24][C:23]([C:26]4([NH:30][C:31](=[O:37])[O:32][C:33]([CH3:35])([CH3:34])[CH3:36])[CH2:29][CH2:28][CH2:27]4)=[CH:22][CH:21]=3)=[CH:47][C:48]=2[CH2:52][O:51]1. The yield is 0.710.